From a dataset of Full USPTO retrosynthesis dataset with 1.9M reactions from patents (1976-2016). Predict the reactants needed to synthesize the given product. (1) Given the product [CH3:1][O:2][C:3](=[O:12])[C:4]1[CH:9]=[CH:8][C:7]([CH2:10][O:11][CH2:14][C:15]2[CH:22]=[CH:21][CH:20]=[C:17]([C:18]#[N:19])[CH:16]=2)=[CH:6][CH:5]=1, predict the reactants needed to synthesize it. The reactants are: [CH3:1][O:2][C:3](=[O:12])[C:4]1[CH:9]=[CH:8][C:7]([CH2:10][OH:11])=[CH:6][CH:5]=1.Br[CH2:14][C:15]1[CH:16]=[C:17]([CH:20]=[CH:21][CH:22]=1)[C:18]#[N:19].[H-].[Na+]. (2) Given the product [C:24]([N:10]1[C:11]2[C:7](=[CH:6][CH:5]=[C:4]([N+:1]([O-:3])=[O:2])[CH:12]=2)[CH2:8][CH2:9]1)([O:23][C:20]([CH3:22])([CH3:21])[CH3:19])=[O:25], predict the reactants needed to synthesize it. The reactants are: [N+:1]([C:4]1[CH:12]=[C:11]2[C:7]([CH2:8][CH2:9][NH:10]2)=[CH:6][CH:5]=1)([O-:3])=[O:2].N1C=CC=CC=1.[CH3:19][C:20]([O:23][C:24](O[C:24]([O:23][C:20]([CH3:22])([CH3:21])[CH3:19])=[O:25])=[O:25])([CH3:22])[CH3:21]. (3) Given the product [CH2:1]([O:3][C:4]([C@:6]1([NH:18][C:19]([O:21][C:22]([CH3:23])([CH3:25])[CH3:24])=[O:20])[CH2:11][C@H:10]([O:12][C:32](=[O:34])[CH3:33])[C@@H:9]2[C@H:7]1[C@H:8]2[C:13]([O:15][CH2:16][CH3:17])=[O:14])=[O:5])[CH3:2], predict the reactants needed to synthesize it. The reactants are: [CH2:1]([O:3][C:4]([C@:6]1([NH:18][C:19]([O:21][C:22]([CH3:25])([CH3:24])[CH3:23])=[O:20])[CH2:11][C@H:10]([OH:12])[C@@H:9]2[C@H:7]1[C@H:8]2[C:13]([O:15][CH2:16][CH3:17])=[O:14])=[O:5])[CH3:2].N1C=CC=CC=1.[C:32](OC(=O)C)(=[O:34])[CH3:33].C(O)(=O)CC(CC(O)=O)(C(O)=O)O. (4) Given the product [Br:1][C:2]1[CH:3]=[N:4][C:5]2[N:6]([N:8]=[C:9]([C:11]([N:19]3[CH2:18][CH2:17][C:16]4[C:21](=[CH:22][CH:23]=[CH:24][C:15]=4[F:14])[CH:20]3[CH2:25][CH3:26])=[O:13])[CH:10]=2)[CH:7]=1, predict the reactants needed to synthesize it. The reactants are: [Br:1][C:2]1[CH:3]=[N:4][C:5]2[N:6]([N:8]=[C:9]([C:11]([OH:13])=O)[CH:10]=2)[CH:7]=1.[F:14][C:15]1[CH:24]=[CH:23][CH:22]=[C:21]2[C:16]=1[CH2:17][CH2:18][NH:19][CH:20]2[CH2:25][CH3:26]. (5) Given the product [I:26][C:23]1[CH:22]=[CH:21][C:20]([CH2:19][CH2:18][CH:17]([O:27][CH2:28][C:29]2[CH:34]=[CH:33][C:32]([O:35][CH3:36])=[CH:31][CH:30]=2)[CH:9]([CH2:8][CH2:7][O:6][S:2]([CH3:1])(=[O:4])=[O:3])[C:10]([O:12][C:13]([CH3:15])([CH3:14])[CH3:16])=[O:11])=[CH:25][CH:24]=1, predict the reactants needed to synthesize it. The reactants are: [CH3:1][S:2](Cl)(=[O:4])=[O:3].[OH:6][CH2:7][CH2:8][CH:9]([CH:17]([O:27][CH2:28][C:29]1[CH:34]=[CH:33][C:32]([O:35][CH3:36])=[CH:31][CH:30]=1)[CH2:18][CH2:19][C:20]1[CH:25]=[CH:24][C:23]([I:26])=[CH:22][CH:21]=1)[C:10]([O:12][C:13]([CH3:16])([CH3:15])[CH3:14])=[O:11].C(N(CC)CC)C. (6) Given the product [Cl:10][C:11]1[CH:12]=[C:13]([CH:16]=[CH:17][C:18]=1[F:19])[CH2:14][N:6]1[CH2:5][CH2:4][CH2:3][CH2:2][C:1]1=[O:7], predict the reactants needed to synthesize it. The reactants are: [C:1]1(=[O:7])[NH:6][CH2:5][CH2:4][CH2:3][CH2:2]1.[H-].[Na+].[Cl:10][C:11]1[CH:12]=[C:13]([CH:16]=[CH:17][C:18]=1[F:19])[CH2:14]Br. (7) Given the product [CH3:1][O:2][C:3](=[O:16])[C:4]1[CH:9]=[CH:8][C:7]([N:19]([CH3:20])[CH3:18])=[C:6]([O:11][C:12]([F:15])([F:14])[F:13])[CH:5]=1, predict the reactants needed to synthesize it. The reactants are: [CH3:1][O:2][C:3](=[O:16])[C:4]1[CH:9]=[CH:8][C:7](F)=[C:6]([O:11][C:12]([F:15])([F:14])[F:13])[CH:5]=1.Cl.[CH3:18][NH:19][CH3:20].C(=O)([O-])[O-].[K+].[K+]. (8) Given the product [CH2:7]([NH:8][C:4]([C:6]1[CH:10]=[C:9]([C:11]2[C:19]3[C:14](=[N:15][CH:16]=[CH:17][CH:18]=3)[NH:13][N:12]=2)[NH:8][CH:7]=1)=[O:5])[CH:6]([CH3:10])[CH3:4], predict the reactants needed to synthesize it. The reactants are: C(O[C:4]([C:6]1[CH:10]=[C:9]([C:11]2[C:19]3[C:14](=[N:15][CH:16]=[CH:17][CH:18]=3)[NH:13][N:12]=2)[NH:8][CH:7]=1)=[O:5])C.S(Cl)(Cl)=O.